This data is from Forward reaction prediction with 1.9M reactions from USPTO patents (1976-2016). The task is: Predict the product of the given reaction. (1) Given the reactants [OH-].[K+].[CH3:3][C:4]1[CH:12]=[CH:11][C:7]([C:8]([OH:10])=[O:9])=[CH:6][C:5]=1[C:13]([F:16])([F:15])[F:14].I[CH3:18], predict the reaction product. The product is: [CH3:18][O:9][C:8](=[O:10])[C:7]1[CH:11]=[CH:12][C:4]([CH3:3])=[C:5]([C:13]([F:14])([F:15])[F:16])[CH:6]=1. (2) Given the reactants [NH2:1][C@@H:2]([CH2:26][CH:27]([CH3:29])[CH3:28])[C:3]([N:5]1[CH2:10][CH2:9][N:8]([C:11](=[O:25])[CH2:12][NH:13][S:14]([C:17]2[CH:22]=[CH:21][C:20]([Cl:23])=[CH:19][C:18]=2[Cl:24])(=[O:16])=[O:15])[CH2:7][CH2:6]1)=[O:4].[N:30]([C:33]1[CH:38]=[CH:37][CH:36]=[CH:35][CH:34]=1)=[C:31]=[O:32], predict the reaction product. The product is: [Cl:24][C:18]1[CH:19]=[C:20]([Cl:23])[CH:21]=[CH:22][C:17]=1[S:14]([NH:13][CH2:12][C:11]([N:8]1[CH2:9][CH2:10][N:5]([C:3](=[O:4])[C@@H:2]([NH:1][C:31]([NH:30][C:33]2[CH:38]=[CH:37][CH:36]=[CH:35][CH:34]=2)=[O:32])[CH2:26][CH:27]([CH3:29])[CH3:28])[CH2:6][CH2:7]1)=[O:25])(=[O:16])=[O:15]. (3) Given the reactants [CH3:1][C:2]([O:5][C:6]([NH:8][C@H:9]([C:13]([OH:15])=[O:14])[CH2:10][C:11]#[CH:12])=[O:7])([CH3:4])[CH3:3].[CH:16]1(O)[CH2:20][CH2:19][CH2:18][CH2:17]1.C(Cl)CCl, predict the reaction product. The product is: [C:2]([O:5][C:6]([NH:8][C@@H:9]([CH2:10][C:11]#[CH:12])[C:13]([O:15][CH:16]1[CH2:20][CH2:19][CH2:18][CH2:17]1)=[O:14])=[O:7])([CH3:1])([CH3:3])[CH3:4]. (4) Given the reactants C(N(C(C)C)CC)(C)C.[C:10]([Si:14]([CH3:17])([CH3:16])Cl)([CH3:13])([CH3:12])[CH3:11].[N:18]1([CH2:23][CH2:24][OH:25])[CH:22]=[CH:21][N:20]=[CH:19]1.O, predict the reaction product. The product is: [Si:14]([O:25][CH2:24][CH2:23][N:18]1[CH:22]=[CH:21][N:20]=[CH:19]1)([C:10]([CH3:13])([CH3:12])[CH3:11])([CH3:17])[CH3:16]. (5) Given the reactants [CH2:1]([O:3][C:4]1[CH:5]=[C:6]2[C:11](=[C:12]3[CH2:16][C:15]([CH3:18])([CH3:17])[O:14][C:13]=13)[C:10]([C:19]1[CH:24]=[CH:23][C:22](/[CH:25]=[CH:26]/[C:27]([O:29]C)=[O:28])=[C:21]([CH3:31])[CH:20]=1)=[N:9][C:8]([CH3:33])([CH3:32])[CH2:7]2)[CH3:2].[OH-].[Na+].Cl, predict the reaction product. The product is: [CH2:1]([O:3][C:4]1[CH:5]=[C:6]2[C:11](=[C:12]3[CH2:16][C:15]([CH3:18])([CH3:17])[O:14][C:13]=13)[C:10]([C:19]1[CH:24]=[CH:23][C:22](/[CH:25]=[CH:26]/[C:27]([OH:29])=[O:28])=[C:21]([CH3:31])[CH:20]=1)=[N:9][C:8]([CH3:32])([CH3:33])[CH2:7]2)[CH3:2].